This data is from Forward reaction prediction with 1.9M reactions from USPTO patents (1976-2016). The task is: Predict the product of the given reaction. Given the reactants [CH2:1]([C:8]1[N:13]=[CH:12][C:11]([CH:14]=O)=[CH:10][CH:9]=1)[C:2]1[CH:7]=[CH:6][CH:5]=[CH:4][CH:3]=1.[N+:16]([CH3:19])([O-:18])=[O:17].C([O-])(=O)C.[NH4+], predict the reaction product. The product is: [CH2:1]([C:8]1[CH:9]=[CH:10][C:11](/[CH:14]=[CH:19]/[N+:16]([O-:18])=[O:17])=[CH:12][N:13]=1)[C:2]1[CH:7]=[CH:6][CH:5]=[CH:4][CH:3]=1.